This data is from Reaction yield outcomes from USPTO patents with 853,638 reactions. The task is: Predict the reaction yield, written as a fraction of the theoretical maximum amount of product (1.0 means a 100% yield; for example, 0.34 means a 34% yield). The reactants are [Cl:1][C:2]1[N:3]=[C:4]([N:11]2[CH2:16][CH2:15][O:14][CH2:13][CH2:12]2)[C:5]2[S:10][CH:9]=[CH:8][C:6]=2[N:7]=1.C([Li])CCC.CCCCCC.CN([CH:31]=[O:32])C. The catalyst is C1COCC1. The product is [Cl:1][C:2]1[N:3]=[C:4]([N:11]2[CH2:16][CH2:15][O:14][CH2:13][CH2:12]2)[C:5]2[S:10][C:9]([CH:31]=[O:32])=[CH:8][C:6]=2[N:7]=1. The yield is 0.770.